Task: Predict the product of the given reaction.. Dataset: Forward reaction prediction with 1.9M reactions from USPTO patents (1976-2016) (1) Given the reactants [CH:1]1([CH2:7][N:8]2[C:12]([C:13]3[CH2:17][C:16]4([CH2:22][CH2:21][CH2:20][CH2:19][CH2:18]4)[NH:15][N:14]=3)=[CH:11][C:10]([C:23](O)=[O:24])=[C:9]2[CH3:26])[CH2:6][CH2:5][CH2:4][CH2:3][CH2:2]1.[O:27]1[CH2:32][CH2:31][CH:30]([NH2:33])[CH2:29][CH2:28]1.CN(C(ON1N=NC2C=CC=NC1=2)=[N+](C)C)C.F[P-](F)(F)(F)(F)F.CCN(C(C)C)C(C)C, predict the reaction product. The product is: [CH:1]1([CH2:7][N:8]2[C:12]([C:13]3[CH2:17][C:16]4([CH2:22][CH2:21][CH2:20][CH2:19][CH2:18]4)[NH:15][N:14]=3)=[CH:11][C:10]([C:23]([NH:33][CH:30]3[CH2:31][CH2:32][O:27][CH2:28][CH2:29]3)=[O:24])=[C:9]2[CH3:26])[CH2:2][CH2:3][CH2:4][CH2:5][CH2:6]1. (2) Given the reactants [CH3:1][O:2][C:3]1[CH:40]=[CH:39][C:6]([CH2:7][O:8][C@@H:9]2[C@@H:17]([CH:18]=[CH2:19])[O:16][C@H:15]3[C@H:11]([N:12]=[C:13]([N:20]([CH3:28])[C:21](=[O:27])[O:22][C:23]([CH3:26])([CH3:25])[CH3:24])[S:14]3)[C@H:10]2[O:29][CH2:30][C:31]2[CH:36]=[CH:35][C:34]([O:37][CH3:38])=[CH:33][CH:32]=2)=[CH:5][CH:4]=1, predict the reaction product. The product is: [CH2:18]([C@H:17]1[O:16][C@H:15]2[C@H:11]([N:12]=[C:13]([N:20]([CH3:28])[C:21](=[O:27])[O:22][C:23]([CH3:26])([CH3:24])[CH3:25])[S:14]2)[CH:10]([O:29][CH2:30][C:31]2[CH:36]=[CH:35][C:34]([O:37][CH3:38])=[CH:33][CH:32]=2)[C@@H:9]1[O:8][CH2:7][C:6]1[CH:39]=[CH:40][C:3]([O:2][CH3:1])=[CH:4][CH:5]=1)[CH3:19]. (3) Given the reactants [F:1][C:2]1[C:7]([C:8]2[CH:13]=[C:12]([O:14][CH3:15])[CH:11]=[C:10]([O:16][CH3:17])[CH:9]=2)=[CH:6][C:5]([CH:18]=[O:19])=[C:4]([N+:20]([O-:22])=[O:21])[CH:3]=1.C1(C)C=CC(S(O)(=O)=O)=CC=1.[CH2:34](O)[CH2:35][OH:36], predict the reaction product. The product is: [F:1][C:2]1[C:7]([C:8]2[CH:13]=[C:12]([O:14][CH3:15])[CH:11]=[C:10]([O:16][CH3:17])[CH:9]=2)=[CH:6][C:5]([CH:18]2[O:36][CH2:35][CH2:34][O:19]2)=[C:4]([N+:20]([O-:22])=[O:21])[CH:3]=1. (4) Given the reactants [C:1]1([CH2:7][CH2:8][CH2:9][CH2:10][C:11]([OH:13])=O)[CH:6]=[CH:5][CH:4]=[CH:3][CH:2]=1.Cl.CN(C)[CH2:17][CH2:18][CH2:19][N:20]=C=NCC.O[N:27]1[C:31]2C=C[CH:34]=[CH:35][C:30]=2N=[N:28]1.NC1C=C(S(N)(=O)=[O:44])C=CC=1, predict the reaction product. The product is: [C:1]1([CH2:7][CH2:8][CH2:9][CH2:10][C:11]([NH:20][C:19]2[CH:18]=[CH:17][C:30]([C:31]([NH:27][NH2:28])=[O:44])=[CH:35][CH:34]=2)=[O:13])[CH:2]=[CH:3][CH:4]=[CH:5][CH:6]=1.